Dataset: Full USPTO retrosynthesis dataset with 1.9M reactions from patents (1976-2016). Task: Predict the reactants needed to synthesize the given product. Given the product [F:26][C:23]1[CH:24]=[CH:25][C:20]([S:17]([N:15]([CH3:16])[CH:11]2[CH2:12][CH2:13][C:14]3[N:9]([C:8]4[CH:27]=[CH:28][CH:29]=[N:30][C:7]=4[C:6]=3[CH2:5][C:4]([OH:31])=[O:3])[CH2:10]2)(=[O:19])=[O:18])=[CH:21][CH:22]=1, predict the reactants needed to synthesize it. The reactants are: C([O:3][C:4](=[O:31])[CH2:5][C:6]1[C:7]2[N:30]=[CH:29][CH:28]=[CH:27][C:8]=2[N:9]2[C:14]=1[CH2:13][CH2:12][CH:11]([N:15]([S:17]([C:20]1[CH:25]=[CH:24][C:23]([F:26])=[CH:22][CH:21]=1)(=[O:19])=[O:18])[CH3:16])[CH2:10]2)C.[OH-].[Na+].C1COCC1.